From a dataset of Reaction yield outcomes from USPTO patents with 853,638 reactions. Predict the reaction yield, written as a fraction of the theoretical maximum amount of product (1.0 means a 100% yield; for example, 0.34 means a 34% yield). (1) The reactants are Br[C:2]1[CH:13]=[CH:12][C:5]([CH2:6][NH:7][S:8]([CH3:11])(=[O:10])=[O:9])=[CH:4][C:3]=1[Cl:14].[B:15]1([B:15]2[O:19][C:18]([CH3:21])([CH3:20])[C:17]([CH3:23])([CH3:22])[O:16]2)[O:19][C:18]([CH3:21])([CH3:20])[C:17]([CH3:23])([CH3:22])[O:16]1.C([O-])(=O)C.[K+]. The catalyst is O1CCOCC1.Cl[Pd]Cl.C1(P(C2C=CC=CC=2)[C-]2C=CC=C2)C=CC=CC=1.[C-]1(P(C2C=CC=CC=2)C2C=CC=CC=2)C=CC=C1.[Fe+2]. The product is [Cl:14][C:3]1[CH:4]=[C:5]([CH:12]=[CH:13][C:2]=1[B:15]1[O:19][C:18]([CH3:21])([CH3:20])[C:17]([CH3:23])([CH3:22])[O:16]1)[CH2:6][NH:7][S:8]([CH3:11])(=[O:10])=[O:9]. The yield is 0.890. (2) The product is [Cl:26][C:23]1[CH:24]=[CH:25][C:20]([C:9]2[CH:17]=[CH:16][CH:15]=[C:14]3[C:10]=2[CH:11]=[CH:12][NH:13]3)=[CH:21][CH:22]=1. The catalyst is C1COCC1.[Pd].C(OCC)(=O)C. The reactants are CC1(C)C(C)(C)OB([C:9]2[CH:17]=[CH:16][CH:15]=[C:14]3[C:10]=2[CH:11]=[CH:12][NH:13]3)O1.Br[C:20]1[CH:25]=[CH:24][C:23]([Cl:26])=[CH:22][CH:21]=1.[OH-].[Na+]. The yield is 0.890. (3) The reactants are [F:1][C:2]([F:22])([F:21])[C:3]1[CH:4]=[C:5]([C:9]2[CH:10]=[CH:11][C:12]3[N:18]4[CH2:19][C@H:15]([CH2:16][CH2:17]4)[NH:14][C:13]=3[N:20]=2)[CH:6]=[CH:7][CH:8]=1.ClC(Cl)(O[C:27](=[O:33])OC(Cl)(Cl)Cl)Cl.C(N(CC)CC)C.[F:42][C:43]([F:55])([F:54])[C:44]1([C:47]2[CH:48]=[C:49]([CH:51]=[CH:52][CH:53]=2)[NH2:50])[N:46]=[N:45]1. The catalyst is C(Cl)Cl.CO. The product is [F:55][C:43]([F:42])([F:54])[C:44]1([C:47]2[CH:48]=[C:49]([NH:50][C:27]([N:14]3[C@@H:15]4[CH2:19][N:18]([CH2:17][CH2:16]4)[C:12]4[CH:11]=[CH:10][C:9]([C:5]5[CH:6]=[CH:7][CH:8]=[C:3]([C:2]([F:21])([F:1])[F:22])[CH:4]=5)=[N:20][C:13]3=4)=[O:33])[CH:51]=[CH:52][CH:53]=2)[N:45]=[N:46]1. The yield is 0.500.